This data is from Reaction yield outcomes from USPTO patents with 853,638 reactions. The task is: Predict the reaction yield, written as a fraction of the theoretical maximum amount of product (1.0 means a 100% yield; for example, 0.34 means a 34% yield). (1) The reactants are O1CCOCC1.[F:7][C:8]1[C:13](B(O)O)=[CH:12][C:11]([CH3:17])=[CH:10][N:9]=1.Cl[C:19]1[N:24]=[C:23]([CH3:25])[N:22]=[C:21]([NH2:26])[N:20]=1.C([O-])(=O)C.[K+]. The catalyst is CC(P(C(C)(C)C)C1C=CC(N(C)C)=CC=1)(C)C.CC(P(C(C)(C)C)C1C=CC(N(C)C)=CC=1)(C)C.Cl[Pd]Cl. The product is [F:7][C:8]1[C:13]([C:19]2[N:24]=[C:23]([CH3:25])[N:22]=[C:21]([NH2:26])[N:20]=2)=[CH:12][C:11]([CH3:17])=[CH:10][N:9]=1. The yield is 0.410. (2) The yield is 0.780. The catalyst is C(O)C.N1CCCCC1. The reactants are [CH3:1][O:2][C:3]1[CH:4]=[C:5]([C:9]2[CH:17]=[CH:16][CH:15]=[C:14]3[C:10]=2[CH2:11][C:12](=[O:18])[NH:13]3)[CH:6]=[CH:7][CH:8]=1.[CH2:19]([N:21]([CH2:36][CH3:37])[CH2:22][CH2:23][NH:24][C:25]([C:27]1[C:31]([CH3:32])=[C:30]([CH:33]=O)[NH:29][C:28]=1[CH3:35])=[O:26])[CH3:20]. The product is [CH2:36]([N:21]([CH2:19][CH3:20])[CH2:22][CH2:23][NH:24][C:25]([C:27]1[C:31]([CH3:32])=[C:30]([CH:33]=[C:11]2[C:10]3[C:14](=[CH:15][CH:16]=[CH:17][C:9]=3[C:5]3[CH:6]=[CH:7][CH:8]=[C:3]([O:2][CH3:1])[CH:4]=3)[NH:13][C:12]2=[O:18])[NH:29][C:28]=1[CH3:35])=[O:26])[CH3:37]. (3) The reactants are I[C:2]1[CH:19]=[N:18][C:5]2[NH:6][CH2:7][CH2:8][N:9]([C:10]([C:12]3[CH:17]=[CH:16][CH:15]=[CH:14][CH:13]=3)=[O:11])[C:4]=2[CH:3]=1.[N:20]1[CH:25]=[CH:24][CH:23]=[C:22](B(O)O)[CH:21]=1. No catalyst specified. The product is [C:12]1([C:10]([N:9]2[CH2:8][CH2:7][NH:6][C:5]3[N:18]=[CH:19][C:2]([C:22]4[CH:21]=[N:20][CH:25]=[CH:24][CH:23]=4)=[CH:3][C:4]2=3)=[O:11])[CH:17]=[CH:16][CH:15]=[CH:14][CH:13]=1. The yield is 0.250. (4) The reactants are [CH2:1]([S:3][C:4]1[C:9]([C:10](Cl)=[O:11])=[CH:8][CH:7]=[C:6]([C:13]([F:16])([F:15])[F:14])[N:5]=1)[CH3:2].Cl.[CH3:18][NH:19][O:20][CH3:21].C([O-])([O-])=O.[K+].[K+]. The catalyst is C1COCC1.O. The product is [CH2:1]([S:3][C:4]1[C:9]([C:10]([N:19]([O:20][CH3:21])[CH3:18])=[O:11])=[CH:8][CH:7]=[C:6]([C:13]([F:16])([F:15])[F:14])[N:5]=1)[CH3:2]. The yield is 0.700. (5) The reactants are [C:1]([O:7][CH2:8][CH3:9])(=[O:6])[CH2:2][C:3]([CH3:5])=O.[Cl:10][C:11]1[CH:18]=[C:17]([Cl:19])[CH:16]=[CH:15][C:12]=1[CH:13]=O.[NH4+:20].[OH-:21]. The catalyst is CCO.C(Cl)Cl. The product is [Cl:10][C:11]1[CH:18]=[C:17]([Cl:19])[CH:16]=[CH:15][C:12]=1[CH:13]1[C:2]([C:1]([O:7][CH2:8][CH3:9])=[O:6])=[C:3]([CH3:5])[NH:20][C:3]([CH3:5])=[C:2]1[C:1]([O:7][CH2:8][CH3:9])=[O:21]. The yield is 0.510. (6) The product is [Cl:10][C:11]1[CH:12]=[C:13]([CH:16]=[C:17]([O:19][C:20]2[C:21](=[O:30])[N:22]([CH2:2][C:3]3[N:7]([CH3:8])[C:6](=[O:9])[NH:5][N:4]=3)[CH:23]=[CH:24][C:25]=2[C:26]([F:27])([F:28])[F:29])[CH:18]=1)[C:14]#[N:15]. The reactants are Cl[CH2:2][C:3]1[N:7]([CH3:8])[C:6](=[O:9])[NH:5][N:4]=1.[Cl:10][C:11]1[CH:12]=[C:13]([CH:16]=[C:17]([O:19][C:20]2[C:21](=[O:30])[NH:22][CH:23]=[CH:24][C:25]=2[C:26]([F:29])([F:28])[F:27])[CH:18]=1)[C:14]#[N:15].CC(O)(CC)C.C(N(CC)C(C)C)(C)C.C(O)(=O)C. The catalyst is O.CN1C(=O)CCC1. The yield is 0.850. (7) The reactants are [Br:1][C:2]1[C:11]([O:12][Si:13]([C:16]([CH3:19])([CH3:18])[CH3:17])([CH3:15])[CH3:14])=[C:10]2[C:5]([CH:6]=[CH:7][C:8]([CH3:20])=[N:9]2)=[CH:4][CH:3]=1.[O:21]1CCOCC1. No catalyst specified. The product is [Br:1][C:2]1[C:11]([O:12][Si:13]([C:16]([CH3:17])([CH3:19])[CH3:18])([CH3:14])[CH3:15])=[C:10]2[C:5]([CH:6]=[CH:7][C:8]([CH:20]=[O:21])=[N:9]2)=[CH:4][CH:3]=1. The yield is 0.890. (8) The reactants are [CH3:1][C:2]1[CH:3]=[C:4]([O:20][C:21]2[CH:22]=[N:23][C:24]([S:27]([CH3:30])(=[O:29])=[O:28])=[CH:25][CH:26]=2)[CH:5]=[C:6]2[C:10]=1[NH:9][C:8]([C:11]1[S:12][CH:13]([CH2:16][C:17]([OH:19])=O)[CH2:14][N:15]=1)=[CH:7]2.[NH2:31][CH2:32][C@@H:33]([OH:35])[CH3:34].ON1C2C=CC=CC=2N=N1.Cl.C(N=C=NCCCN(C)C)C. The catalyst is CN(C)C=O.O. The product is [OH:35][C@@H:33]([CH3:34])[CH2:32][NH:31][C:17](=[O:19])[CH2:16][CH:13]1[S:12][C:11]([C:8]2[NH:9][C:10]3[C:6]([CH:7]=2)=[CH:5][C:4]([O:20][C:21]2[CH:22]=[N:23][C:24]([S:27]([CH3:30])(=[O:29])=[O:28])=[CH:25][CH:26]=2)=[CH:3][C:2]=3[CH3:1])=[N:15][CH2:14]1. The yield is 0.680.